Dataset: Full USPTO retrosynthesis dataset with 1.9M reactions from patents (1976-2016). Task: Predict the reactants needed to synthesize the given product. (1) Given the product [O:13]([C:10]1[CH:11]=[CH:12][C:7]2[B:26]([OH:25])[O:21][CH2:20][C:8]=2[CH:9]=1)[C:14]1[CH:19]=[CH:18][CH:17]=[CH:16][CH:15]=1, predict the reactants needed to synthesize it. The reactants are: C([Li])CCC.Br[C:7]1[CH:12]=[CH:11][C:10]([O:13][C:14]2[CH:19]=[CH:18][CH:17]=[CH:16][CH:15]=2)=[CH:9][C:8]=1[CH2:20][OH:21].C([O:25][B:26](OC(C)C)OC(C)C)(C)C.Cl. (2) Given the product [F:8][C:5]1[CH:6]=[CH:7][C:2]([C:9](=[O:11])[CH3:10])=[N:3][CH:4]=1, predict the reactants needed to synthesize it. The reactants are: Br[C:2]1[CH:7]=[CH:6][C:5]([F:8])=[CH:4][N:3]=1.[CH2:9]([O:11]C([Sn](CCCC)(CCCC)CCCC)=C)[CH3:10].Cl.C([O-])(O)=O.[Na+].